This data is from Peptide-MHC class I binding affinity with 185,985 pairs from IEDB/IMGT. The task is: Regression. Given a peptide amino acid sequence and an MHC pseudo amino acid sequence, predict their binding affinity value. This is MHC class I binding data. The peptide sequence is TFRERYSYK. The MHC is HLA-A33:01 with pseudo-sequence HLA-A33:01. The binding affinity (normalized) is 0.689.